This data is from Full USPTO retrosynthesis dataset with 1.9M reactions from patents (1976-2016). The task is: Predict the reactants needed to synthesize the given product. (1) Given the product [CH2:12]([O:19][C:20]([N:22]1[CH2:23][CH:24]2[CH2:29][CH:28]([CH2:30][O:31][C:32]3[CH:41]=[C:40]4[C:35]([C:36]([O:8][C:5]5[CH:6]=[CH:7][C:2]([NH2:1])=[CH:3][C:4]=5[F:9])=[N:37][CH:38]=[N:39]4)=[CH:34][C:33]=3[O:43][CH3:44])[CH2:27][CH:25]2[CH2:26]1)=[O:21])[C:13]1[CH:18]=[CH:17][CH:16]=[CH:15][CH:14]=1, predict the reactants needed to synthesize it. The reactants are: [NH2:1][C:2]1[CH:7]=[CH:6][C:5]([OH:8])=[C:4]([F:9])[CH:3]=1.[H-].[Na+].[CH2:12]([O:19][C:20]([N:22]1[CH2:26][CH:25]2[CH2:27][CH:28]([CH2:30][O:31][C:32]3[CH:41]=[C:40]4[C:35]([C:36](Cl)=[N:37][CH:38]=[N:39]4)=[CH:34][C:33]=3[O:43][CH3:44])[CH2:29][CH:24]2[CH2:23]1)=[O:21])[C:13]1[CH:18]=[CH:17][CH:16]=[CH:15][CH:14]=1. (2) The reactants are: [F:1][C:2]1[CH:3]=[C:4]([CH:8]=[CH:9][C:10]=1[O:11][C:12]1[CH:17]=[C:16]([C:18]2[NH:19][C:20]([C:23]3[S:24][CH:25]=[CH:26][N:27]=3)=[CH:21][CH:22]=2)[CH:15]=[C:14]([O:28][C@@H:29]([CH3:33])[CH2:30][O:31][CH3:32])[CH:13]=1)[C:5]([OH:7])=O.N.CC[N:37]=C=NCCCN(C)C.Cl.C1C=CC2N(O)N=NC=2C=1.O. Given the product [F:1][C:2]1[CH:3]=[C:4]([CH:8]=[CH:9][C:10]=1[O:11][C:12]1[CH:17]=[C:16]([C:18]2[NH:19][C:20]([C:23]3[S:24][CH:25]=[CH:26][N:27]=3)=[CH:21][CH:22]=2)[CH:15]=[C:14]([O:28][C@@H:29]([CH3:33])[CH2:30][O:31][CH3:32])[CH:13]=1)[C:5]([NH2:37])=[O:7], predict the reactants needed to synthesize it. (3) Given the product [Cl:18][C:19]1[C:27]([C:28]([F:30])([F:31])[F:29])=[CH:26][CH:25]=[CH:24][C:20]=1[C:21]([N:3]1[CH2:4][CH2:5][C:6]2[N:10]([C:11]3[CH:16]=[CH:15][CH:14]=[CH:13][CH:12]=3)[CH:9]=[N:8][C:7]=2[C:2]1([CH3:17])[CH3:1])=[O:22], predict the reactants needed to synthesize it. The reactants are: [CH3:1][C:2]1([CH3:17])[C:7]2[N:8]=[CH:9][N:10]([C:11]3[CH:16]=[CH:15][CH:14]=[CH:13][CH:12]=3)[C:6]=2[CH2:5][CH2:4][NH:3]1.[Cl:18][C:19]1[C:27]([C:28]([F:31])([F:30])[F:29])=[CH:26][CH:25]=[CH:24][C:20]=1[C:21](Cl)=[O:22].C([O-])([O-])=O.[K+].[K+].